This data is from Catalyst prediction with 721,799 reactions and 888 catalyst types from USPTO. The task is: Predict which catalyst facilitates the given reaction. Reactant: C[O:2][C:3]1[CH:8]=[CH:7][N:6]=[CH:5][CH:4]=1.C[Mg]Br.[C:12]1(C)C=CC=CC=1.C1COCC1.Cl[C:25]([O:27][CH2:28][C:29]1[CH:34]=[CH:33][CH:32]=[CH:31][CH:30]=1)=[O:26]. Product: [CH3:12][CH:7]1[CH2:8][C:3](=[O:2])[CH:4]=[CH:5][N:6]1[C:25]([O:27][CH2:28][C:29]1[CH:34]=[CH:33][CH:32]=[CH:31][CH:30]=1)=[O:26]. The catalyst class is: 1.